Dataset: Full USPTO retrosynthesis dataset with 1.9M reactions from patents (1976-2016). Task: Predict the reactants needed to synthesize the given product. (1) The reactants are: [CH3:1][O:2][C:3]1[CH:8]=[CH:7][CH:6]=[CH:5][C:4]=1[N:9]([CH2:20][C:21]([OH:23])=O)[S:10]([C:13]1[C:14]([CH3:19])=[CH:15][CH:16]=[CH:17][CH:18]=1)(=[O:12])=[O:11].[CH2:24]([NH:26][CH2:27][C:28]1[CH:29]=[N:30][C:31]2[C:36]([CH:37]=1)=[CH:35][CH:34]=[CH:33][CH:32]=2)[CH3:25]. Given the product [CH2:24]([N:26]([CH2:27][C:28]1[CH:29]=[N:30][C:31]2[C:36]([CH:37]=1)=[CH:35][CH:34]=[CH:33][CH:32]=2)[C:21](=[O:23])[CH2:20][N:9]([C:4]1[CH:5]=[CH:6][CH:7]=[CH:8][C:3]=1[O:2][CH3:1])[S:10]([C:13]1[C:14]([CH3:19])=[CH:15][CH:16]=[CH:17][CH:18]=1)(=[O:11])=[O:12])[CH3:25], predict the reactants needed to synthesize it. (2) Given the product [Cl:22][C:4]1[CH:3]=[C:2]([NH:1][C:32](=[O:34])[CH3:33])[CH:7]=[CH:6][C:5]=1[N:8]1[C:20]2[CH2:19][CH2:18][CH2:17][C:16](=[O:21])[C:15]=2[C:14]2[C:9]1=[CH:10][CH:11]=[CH:12][CH:13]=2, predict the reactants needed to synthesize it. The reactants are: [NH2:1][C:2]1[CH:7]=[CH:6][C:5]([N:8]2[C:20]3[CH2:19][CH2:18][CH2:17][C:16](=[O:21])[C:15]=3[C:14]3[C:9]2=[CH:10][CH:11]=[CH:12][CH:13]=3)=[C:4]([Cl:22])[CH:3]=1.C(#N)C.N1C=CC=CC=1.[C:32](OC(=O)C)(=[O:34])[CH3:33]. (3) Given the product [CH:1]1([C:4]2[N:9]3[N:10]=[CH:11][C:12]([C:13]#[C:14][C:24]4[C:25]([F:35])=[CH:26][C:27]([F:34])=[C:28]([S:30]([NH2:33])(=[O:31])=[O:32])[CH:29]=4)=[C:8]3[N:7]=[C:6]([C:15]3[CH:20]=[CH:19][C:18]([Cl:21])=[C:17]([Cl:22])[CH:16]=3)[CH:5]=2)[CH2:3][CH2:2]1, predict the reactants needed to synthesize it. The reactants are: [CH:1]1([C:4]2[N:9]3[N:10]=[CH:11][C:12]([C:13]#[CH:14])=[C:8]3[N:7]=[C:6]([C:15]3[CH:20]=[CH:19][C:18]([Cl:21])=[C:17]([Cl:22])[CH:16]=3)[CH:5]=2)[CH2:3][CH2:2]1.Br[C:24]1[C:25]([F:35])=[CH:26][C:27]([F:34])=[C:28]([S:30]([NH2:33])(=[O:32])=[O:31])[CH:29]=1. (4) Given the product [C:27]([N:1]1[CH2:2][CH:3]([C:5]([N:7]2[CH2:13][CH2:12][CH2:11][N:10]([CH:14]3[CH2:17][CH2:16][CH2:15]3)[CH2:9][CH2:8]2)=[O:6])[CH2:4]1)(=[O:29])[CH3:28], predict the reactants needed to synthesize it. The reactants are: [NH:1]1[CH2:4][CH:3]([C:5]([N:7]2[CH2:13][CH2:12][CH2:11][N:10]([CH:14]3[CH2:17][CH2:16][CH2:15]3)[CH2:9][CH2:8]2)=[O:6])[CH2:2]1.C(N(C(C)C)CC)(C)C.[C:27](OC(=O)C)(=[O:29])[CH3:28]. (5) The reactants are: [CH2:1]([O:3][C:4]([C:6]1[CH2:11][C@@H:10]([NH:12]CC=C)[C@H:9]([OH:16])[C@H:8]([O:17][CH:18]([CH2:21][CH3:22])[CH2:19][CH3:20])[CH:7]=1)=[O:5])[CH3:2].C(CN)O.S(=O)(=O)(O)O. Given the product [CH2:1]([O:3][C:4]([C:6]1[CH2:11][C@@H:10]([NH2:12])[C@H:9]([OH:16])[C@H:8]([O:17][CH:18]([CH2:19][CH3:20])[CH2:21][CH3:22])[CH:7]=1)=[O:5])[CH3:2], predict the reactants needed to synthesize it.